From a dataset of Full USPTO retrosynthesis dataset with 1.9M reactions from patents (1976-2016). Predict the reactants needed to synthesize the given product. (1) Given the product [CH3:1][O:2][C:3]1[CH:10]=[C:9]([O:11][CH3:12])[CH:8]=[CH:7][C:4]=1[CH2:5][NH:6][C:14]1[CH:15]=[C:16]([CH:19]=[CH:20][N:21]=1)[C:17]#[N:18], predict the reactants needed to synthesize it. The reactants are: [CH3:1][O:2][C:3]1[CH:10]=[C:9]([O:11][CH3:12])[CH:8]=[CH:7][C:4]=1[CH2:5][NH2:6].F[C:14]1[CH:15]=[C:16]([CH:19]=[CH:20][N:21]=1)[C:17]#[N:18]. (2) The reactants are: [NH2:1][CH2:2][C:3]1[CH:14]=[CH:13][C:6]([CH2:7][NH:8][S:9]([CH3:12])(=[O:11])=[O:10])=[C:5]([F:15])[CH:4]=1.N1C=C[CH:19]=[CH:18][CH:17]=1.[CH3:22][C:23]([CH3:25])=[O:24].[O:26]1CCC[CH2:27]1. Given the product [F:15][C:5]1[CH:4]=[C:3]([CH:14]=[CH:13][C:6]=1[CH2:7][NH:8][S:9]([CH3:12])(=[O:11])=[O:10])[CH2:2][NH:1][C:27](=[O:26])[O:24][C:23]1[CH:25]=[CH:19][CH:18]=[CH:17][CH:22]=1, predict the reactants needed to synthesize it. (3) Given the product [OH:20][C:16]1[C:17]([O:18][CH3:19])=[C:12]([O:11][CH3:10])[C:13]([OH:22])=[C:14]([CH3:5])[C:15]=1[CH:21]([C:35]1[CH:36]=[CH:37][CH:38]=[CH:39][CH:40]=1)[CH2:30][CH2:31][C:32]([OH:34])=[O:33], predict the reactants needed to synthesize it. The reactants are: B(F)(F)F.[CH3:5]COCC.[CH3:10][O:11][C:12]1[C:17]([O:18][CH3:19])=[C:16]([OH:20])[C:15]([CH3:21])=[CH:14][C:13]=1[OH:22].C1(C2[O:34][C:32](=[O:33])[CH2:31][CH2:30]2)C=CC=CC=1.[C:35]1(C)[CH:40]=[CH:39][CH:38]=[CH:37][CH:36]=1. (4) Given the product [N:33]([CH2:12][C:9]1[S:10][CH:11]=[C:7]([C:5]2[S:6][C:2]([Cl:1])=[CH:3][CH:4]=2)[N:8]=1)=[N+:34]=[N-:35], predict the reactants needed to synthesize it. The reactants are: [Cl:1][C:2]1[S:6][C:5]([C:7]2[N:8]=[C:9]([CH2:12]O)[S:10][CH:11]=2)=[CH:4][CH:3]=1.O1CCCC1.C1C=CC(P([N:33]=[N+:34]=[N-:35])(C2C=CC=CC=2)=O)=CC=1.C1CCN2C(=NCCC2)CC1. (5) Given the product [CH3:45][O:44][CH2:43][CH2:42][CH2:41][CH2:40][CH2:39][O:38][CH:35]1[CH2:34][CH2:33][N:32]([C:29]2[CH:28]=[CH:27][C:26]([C:22]3[S:21][C:20]4=[N:19][C:18]([C:15]5[CH:14]=[CH:13][C:12]([C:11]([OH:46])=[O:10])=[CH:17][CH:16]=5)=[CH:25][N:24]4[N:23]=3)=[CH:31][CH:30]=2)[CH2:37][CH2:36]1, predict the reactants needed to synthesize it. The reactants are: FC(F)(F)C(O)=O.C([O:10][C:11](=[O:46])[C:12]1[CH:17]=[CH:16][C:15]([C:18]2[N:19]=[C:20]3[N:24]([CH:25]=2)[N:23]=[C:22]([C:26]2[CH:31]=[CH:30][C:29]([N:32]4[CH2:37][CH2:36][CH:35]([O:38][CH2:39][CH2:40][CH2:41][CH2:42][CH2:43][O:44][CH3:45])[CH2:34][CH2:33]4)=[CH:28][CH:27]=2)[S:21]3)=[CH:14][CH:13]=1)C.[OH-].[Na+].O.Cl. (6) The reactants are: [NH2:1][C:2]1[CH:10]=[C:9]2[C:5]([CH:6]=[CH:7][NH:8]2)=[C:4]([C:11]2[C:19]3[C:18]([NH:20][C@H:21]([C:23]4[N:28]([C:29]5[CH:34]=[CH:33][CH:32]=[CH:31][CH:30]=5)[C:27](=[O:35])[C:26]5=[C:36]([CH3:39])[CH:37]=[CH:38][N:25]5[N:24]=4)[CH3:22])=[N:17][CH:16]=[N:15][C:14]=3[N:13]([CH2:40][O:41][CH2:42][CH2:43][Si:44]([CH3:47])([CH3:46])[CH3:45])[CH:12]=2)[CH:3]=1.N1C=CC=CC=1.[S:54](Cl)(=[O:57])(=[O:56])[NH2:55]. Given the product [CH3:39][C:36]1[CH:37]=[CH:38][N:25]2[C:26]=1[C:27](=[O:35])[N:28]([C:29]1[CH:34]=[CH:33][CH:32]=[CH:31][CH:30]=1)[C:23]([C@@H:21]([NH:20][C:18]1[C:19]3[C:11]([C:4]4[CH:3]=[C:2]([NH:1][S:54]([NH2:55])(=[O:57])=[O:56])[CH:10]=[C:9]5[C:5]=4[CH:6]=[CH:7][NH:8]5)=[CH:12][N:13]([CH2:40][O:41][CH2:42][CH2:43][Si:44]([CH3:45])([CH3:47])[CH3:46])[C:14]=3[N:15]=[CH:16][N:17]=1)[CH3:22])=[N:24]2, predict the reactants needed to synthesize it. (7) Given the product [CH3:1][O:2][C:3](=[O:20])[CH:4]([C:13]1[CH:18]=[CH:17][C:16](/[CH:37]=[CH:36]/[C:35](=[O:38])[NH:34][C:29]2[CH:30]=[CH:31][CH:32]=[CH:33][C:28]=2[NH:27][C:26]([O:25][C:21]([CH3:24])([CH3:23])[CH3:22])=[O:39])=[CH:15][CH:14]=1)[CH2:5][CH:6]1[CH2:11][CH2:10][N:9]([CH3:12])[CH2:8][CH2:7]1, predict the reactants needed to synthesize it. The reactants are: [CH3:1][O:2][C:3](=[O:20])[CH:4]([C:13]1[CH:18]=[CH:17][C:16](Br)=[CH:15][CH:14]=1)[CH2:5][CH:6]1[CH2:11][CH2:10][N:9]([CH3:12])[CH2:8][CH2:7]1.[C:21]([O:25][C:26](=[O:39])[NH:27][C:28]1[CH:33]=[CH:32][CH:31]=[CH:30][C:29]=1[NH:34][C:35](=[O:38])[CH:36]=[CH2:37])([CH3:24])([CH3:23])[CH3:22].C1(C)C=CC=CC=1P(C1C=CC=CC=1C)C1C=CC=CC=1C.C(N(CC)CC)C.[NH4+].[Cl-]. (8) Given the product [Br:35][C:26]1[S:25][C:17]2[N:18]=[C:19]([CH3:24])[CH:20]=[C:15]([NH2:14])[C:16]=2[C:27]=1[C:28]1[CH:33]=[CH:32][CH:31]=[C:30]([Br:34])[CH:29]=1, predict the reactants needed to synthesize it. The reactants are: C1(OC2C=CC=CC=2)C=CC=CC=1.[NH2:14][C:15]1[C:20](C(O)=O)=[C:19]([CH3:24])[N:18]=[C:17]2[S:25][C:26]([Br:35])=[C:27]([C:28]3[CH:33]=[CH:32][CH:31]=[C:30]([Br:34])[CH:29]=3)[C:16]=12. (9) Given the product [CH3:7][O:8][C:9]1[CH:23]=[CH:22][C:12]([CH2:13][N:14]2[CH:18]=[C:17]([C:19]([NH2:24])=[O:20])[CH:16]=[N:15]2)=[CH:11][CH:10]=1, predict the reactants needed to synthesize it. The reactants are: C(Cl)(=O)C(Cl)=O.[CH3:7][O:8][C:9]1[CH:23]=[CH:22][C:12]([CH2:13][N:14]2[CH:18]=[C:17]([C:19](O)=[O:20])[CH:16]=[N:15]2)=[CH:11][CH:10]=1.[NH3:24].O. (10) Given the product [Cl:20][CH2:21][CH2:22][NH:23][C:24]([NH:17][C@@H:14]1[CH2:15][CH2:16][O:12][CH2:13]1)=[O:25], predict the reactants needed to synthesize it. The reactants are: C1(C)C=CC(S(O)(=O)=O)=CC=1.[O:12]1[CH2:16][CH2:15][C@@H:14]([NH2:17])[CH2:13]1.[H-].[Na+].[Cl:20][CH2:21][CH2:22][N:23]=[C:24]=[O:25].